From a dataset of Reaction yield outcomes from USPTO patents with 853,638 reactions. Predict the reaction yield, written as a fraction of the theoretical maximum amount of product (1.0 means a 100% yield; for example, 0.34 means a 34% yield). (1) The reactants are [F:1][C:2]([F:36])([F:35])[C:3]1[CH:4]=[C:5]([C:13]([CH3:34])([CH3:33])[C:14]([N:16]([C:18]2[CH:19]=[N:20][C:21]([N:25]3[CH2:29][C@H:28]([OH:30])[CH2:27][C@H:26]3[CH2:31][OH:32])=[CH:22][C:23]=2I)[CH3:17])=[O:15])[CH:6]=[C:7]([C:9]([F:12])([F:11])[F:10])[CH:8]=1.[C:37]1([CH3:46])[CH:42]=[CH:41][C:40](B(O)O)=[CH:39][CH:38]=1.C(=O)([O-])[O-].[Na+].[Na+].C1(P(C2C=CC=CC=2)C2C=CC=CC=2)C=CC=CC=1. The catalyst is COCCOC.C([O-])(=O)C.[Pd+2].C([O-])(=O)C. The product is [F:1][C:2]([F:36])([F:35])[C:3]1[CH:4]=[C:5]([C:13]([CH3:34])([CH3:33])[C:14]([N:16]([C:18]2[CH:19]=[N:20][C:21]([N:25]3[CH2:29][C@H:28]([OH:30])[CH2:27][C@H:26]3[CH2:31][OH:32])=[CH:22][C:23]=2[C:40]2[CH:41]=[CH:42][C:37]([CH3:46])=[CH:38][CH:39]=2)[CH3:17])=[O:15])[CH:6]=[C:7]([C:9]([F:12])([F:11])[F:10])[CH:8]=1. The yield is 0.790. (2) The reactants are [Br:1][C:2]1[CH:7]=[CH:6][CH:5]=[CH:4][C:3]=1[SH:8].[OH-].[K+].F[C:12]1[CH:20]=[CH:19][C:18]([N+:21]([O-:23])=[O:22])=[CH:17][C:13]=1[C:14]([OH:16])=[O:15].Cl. The catalyst is O. The product is [Br:1][C:2]1[CH:7]=[CH:6][CH:5]=[CH:4][C:3]=1[S:8][C:12]1[CH:20]=[CH:19][C:18]([N+:21]([O-:23])=[O:22])=[CH:17][C:13]=1[C:14]([OH:16])=[O:15]. The yield is 0.990. (3) The reactants are N.C[N:3](C(ON1N=NC2C=CC=NC1=2)=[N+](C)C)C.F[P-](F)(F)(F)(F)F.[F:26][C:27]1[CH:32]=[CH:31][C:30]([C:33]2[O:34][C:35]3[CH:44]=[C:43]([NH:45][S:46]([CH3:49])(=[O:48])=[O:47])[C:42]([O:50][CH:51]([CH3:53])[CH3:52])=[CH:41][C:36]=3[C:37]=2[C:38](O)=[O:39])=[CH:29][CH:28]=1. The catalyst is CN(C=O)C.CCOC(C)=O. The product is [F:26][C:27]1[CH:32]=[CH:31][C:30]([C:33]2[O:34][C:35]3[CH:44]=[C:43]([NH:45][S:46]([CH3:49])(=[O:48])=[O:47])[C:42]([O:50][CH:51]([CH3:53])[CH3:52])=[CH:41][C:36]=3[C:37]=2[C:38]([NH2:3])=[O:39])=[CH:29][CH:28]=1. The yield is 0.930.